From a dataset of Catalyst prediction with 721,799 reactions and 888 catalyst types from USPTO. Predict which catalyst facilitates the given reaction. (1) Reactant: C(N(CC)CC)C.[CH:8]1([C:12](Cl)=[O:13])[CH2:11][CH2:10][CH2:9]1.[CH3:15][C:16]1([CH3:42])[CH2:25][CH2:24][C:23]([CH3:27])([CH3:26])[C:22]2[CH:21]=[C:20]([C:28]3[N:29]=[C:30]([CH2:33][CH2:34][C:35]4[CH:40]=[CH:39][C:38]([NH2:41])=[CH:37][CH:36]=4)[O:31][CH:32]=3)[CH:19]=[CH:18][C:17]1=2. Product: [CH3:15][C:16]1([CH3:42])[CH2:25][CH2:24][C:23]([CH3:26])([CH3:27])[C:22]2[CH:21]=[C:20]([C:28]3[N:29]=[C:30]([CH2:33][CH2:34][C:35]4[CH:36]=[CH:37][C:38]([NH:41][C:12]([CH:8]5[CH2:11][CH2:10][CH2:9]5)=[O:13])=[CH:39][CH:40]=4)[O:31][CH:32]=3)[CH:19]=[CH:18][C:17]1=2. The catalyst class is: 1. (2) Reactant: C([O:8][C:9](=[O:20])[CH2:10][N:11]1[CH2:16][CH2:15][C:14]2[NH:17][N:18]=[CH:19][C:13]=2[CH2:12]1)C1C=CC=CC=1. Product: [NH:17]1[C:14]2[CH2:15][CH2:16][N:11]([CH2:10][C:9]([OH:20])=[O:8])[CH2:12][C:13]=2[CH:19]=[N:18]1. The catalyst class is: 14. (3) Reactant: [F:1][C:2]([F:36])([F:35])[C:3]1[CH:4]=[C:5]([CH:28]=[C:29]([C:31]([F:34])([F:33])[F:32])[CH:30]=1)[CH2:6][N:7]([C@@H:14]1[C:20]2=[CH:21][C:22]3[CH2:23][O:24][CH2:25][C:26]=3[CH:27]=[C:19]2[NH:18][CH2:17][CH2:16][CH2:15]1)[C:8]1[N:9]=[N:10][N:11]([CH3:13])[N:12]=1.[Br:37]NC(=O)CCC(N)=O.C(=O)(O)[O-].[Na+].O. Product: [F:36][C:2]([F:1])([F:35])[C:3]1[CH:4]=[C:5]([CH:28]=[C:29]([C:31]([F:32])([F:33])[F:34])[CH:30]=1)[CH2:6][N:7]([C@@H:14]1[C:20]2=[CH:21][C:22]3[CH2:23][O:24][CH2:25][C:26]=3[C:27]([Br:37])=[C:19]2[NH:18][CH2:17][CH2:16][CH2:15]1)[C:8]1[N:9]=[N:10][N:11]([CH3:13])[N:12]=1. The catalyst class is: 452. (4) Reactant: [S:1]1[CH:5]=[CH:4][C:3]([CH2:6][C:7]([O:9][CH3:10])=[O:8])=[CH:2]1.[Li+].C[Si]([N-][Si](C)(C)C)(C)C.Br[CH2:22][N:23]1[C:27](=[O:28])[C:26]2=[CH:29][CH:30]=[CH:31][CH:32]=[C:25]2[C:24]1=[O:33]. Product: [O:33]=[C:24]1[C:25]2[C:26](=[CH:29][CH:30]=[CH:31][CH:32]=2)[C:27](=[O:28])[N:23]1[CH2:22][CH:6]([C:3]1[CH:4]=[CH:5][S:1][CH:2]=1)[C:7]([O:9][CH3:10])=[O:8]. The catalyst class is: 1. (5) Reactant: [OH:1][C:2]1[CH:3]=[C:4]2[C:8](=[CH:9][CH:10]=1)[C@H:7]([CH2:11][C:12]([O:14][CH2:15][CH3:16])=[O:13])[CH2:6][CH2:5]2.[C:17]([O-:20])([O-])=[O:18].[Cs+].[Cs+].[NH4+:23].[Cl-]. Product: [C:4]([O:20][C:17]([NH:23][CH2:6][CH2:7][CH2:11][O:1][C:2]1[CH:3]=[C:4]2[C:8](=[CH:9][CH:10]=1)[C@H:7]([CH2:11][C:12]([O:14][CH2:15][CH3:16])=[O:13])[CH2:6][CH2:5]2)=[O:18])([CH3:8])([CH3:5])[CH3:3]. The catalyst class is: 3.